This data is from Retrosynthesis with 50K atom-mapped reactions and 10 reaction types from USPTO. The task is: Predict the reactants needed to synthesize the given product. (1) Given the product CN1CCn2nc(C(N)=O)c(NC(=O)Cn3nc(C(F)(F)F)c4c3CCCC4)c2C1=O, predict the reactants needed to synthesize it. The reactants are: CN1CCn2nc(C(N)=O)c(N)c2C1=O.O=C(O)Cn1nc(C(F)(F)F)c2c1CCCC2. (2) Given the product CCNC(=O)Nc1cc2cc(NC(=O)c3cccc(C(=O)OC)c3)cc(C)c2cn1, predict the reactants needed to synthesize it. The reactants are: CCNC(=O)Nc1cc2cc(N)cc(C)c2cn1.COC(=O)c1cccc(C(=O)[O-])c1. (3) Given the product CCCc1cc(=O)oc2c(C(O)CC)c(O)c3c(c12)OC(C)(C)CC3, predict the reactants needed to synthesize it. The reactants are: CCCc1cc(=O)oc2c(C(O)CC)c(O)c3c(c12)OC(C)(C)C=C3.